This data is from Full USPTO retrosynthesis dataset with 1.9M reactions from patents (1976-2016). The task is: Predict the reactants needed to synthesize the given product. (1) Given the product [O:64]([C:14]1[N:19]=[CH:18][C:17]([NH:20][C:21]([C:23]2[O:27][C:26]([C:28]3[CH:29]=[CH:30][CH:31]=[CH:32][CH:33]=3)=[N:25][C:24]=2[C:34]([F:36])([F:35])[F:37])=[O:22])=[CH:16][CH:15]=1)[C:65]1[CH:70]=[CH:69][CH:68]=[CH:67][CH:66]=1, predict the reactants needed to synthesize it. The reactants are: C(N1CCN([C:14]2[N:19]=[CH:18][C:17]([NH:20][C:21]([C:23]3[O:27][C:26]([C:28]4[CH:33]=[CH:32][CH:31]=[CH:30][CH:29]=4)=[N:25][C:24]=3[C:34]([F:37])([F:36])[F:35])=[O:22])=[CH:16][CH:15]=2)CC1=O)C1C=CC=CC=1.C1(C2OC(C(O)=O)=C(C(F)(F)F)N=2)C=CC=CC=1.NC1C=NC=C([O:64][C:65]2[CH:70]=[CH:69][CH:68]=[CH:67][CH:66]=2)C=1. (2) Given the product [Cl:17][C:18]1[C:23]([NH:24][C:12]([C:11]2[C:6]([CH3:5])=[N:7][C:8]([S:15][CH3:16])=[N:9][CH:10]=2)=[O:14])=[CH:22][CH:21]=[CH:20][N:19]=1, predict the reactants needed to synthesize it. The reactants are: P(Cl)(Cl)Cl.[CH3:5][C:6]1[C:11]([C:12]([OH:14])=O)=[CH:10][N:9]=[C:8]([S:15][CH3:16])[N:7]=1.[Cl:17][C:18]1[C:23]([NH2:24])=[CH:22][CH:21]=[CH:20][N:19]=1. (3) Given the product [CH2:1]([O:3][C:4]([C:6]1[C:14]2[C:9](=[CH:10][CH:11]=[C:12]([O:15][C:37]3[CH:38]=[CH:39][CH:40]=[C:35]([O:34][C:33]([F:32])([F:44])[F:45])[CH:36]=3)[CH:13]=2)[N:8]([C:16]2[CH:21]=[CH:20][C:19]([O:22][CH:23]([CH3:24])[CH3:25])=[CH:18][CH:17]=2)[C:7]=1[CH2:26][C:27]([O:29][CH2:30][CH3:31])=[O:28])=[O:5])[CH3:2], predict the reactants needed to synthesize it. The reactants are: [CH2:1]([O:3][C:4]([C:6]1[C:14]2[C:9](=[CH:10][CH:11]=[C:12]([OH:15])[CH:13]=2)[N:8]([C:16]2[CH:21]=[CH:20][C:19]([O:22][CH:23]([CH3:25])[CH3:24])=[CH:18][CH:17]=2)[C:7]=1[CH2:26][C:27]([O:29][CH2:30][CH3:31])=[O:28])=[O:5])[CH3:2].[F:32][C:33]([F:45])([F:44])[O:34][C:35]1[CH:36]=[C:37](B(O)O)[CH:38]=[CH:39][CH:40]=1. (4) Given the product [NH2:12][C:11]1[N:20]([C:18]2[CH:17]=[C:16]([S:22][CH3:23])[N:15]=[C:14]([CH3:13])[N:19]=2)[N:21]=[CH:4][C:5]=1[C:6]([O:8][CH2:9][CH3:10])=[O:7], predict the reactants needed to synthesize it. The reactants are: C(O[CH:4]=[C:5]([C:11]#[N:12])[C:6]([O:8][CH2:9][CH3:10])=[O:7])C.[CH3:13][C:14]1[N:19]=[C:18]([NH:20][NH2:21])[CH:17]=[C:16]([S:22][CH3:23])[N:15]=1. (5) Given the product [OH:20][N:19]=[C:1]([C:3]1[CH:4]=[CH:5][C:6]([C:7]([NH:9][CH2:10][CH2:11][C:12]([F:14])([F:13])[F:15])=[O:8])=[CH:16][CH:17]=1)[NH2:2], predict the reactants needed to synthesize it. The reactants are: [C:1]([C:3]1[CH:17]=[CH:16][C:6]([C:7]([NH:9][CH2:10][CH2:11][C:12]([F:15])([F:14])[F:13])=[O:8])=[CH:5][CH:4]=1)#[N:2].Cl.[NH2:19][OH:20].CCN(C(C)C)C(C)C. (6) Given the product [Cl:1][C:2]1[CH:7]=[CH:6][C:5]([O:8][CH3:9])=[CH:4][C:3]=1[CH:10]([CH3:27])[C:11]([C:13]1[CH:14]=[CH:15][C:16]2[O:21][CH2:20][C:19](=[O:22])[N:18]([CH3:23])[C:17]=2[CH:24]=1)=[O:12], predict the reactants needed to synthesize it. The reactants are: [Cl:1][C:2]1[CH:7]=[CH:6][C:5]([O:8][CH3:9])=[CH:4][C:3]=1[CH2:10][C:11]([C:13]1[CH:14]=[CH:15][C:16]2[O:21][CH2:20][C:19](=[O:22])[N:18]([CH3:23])[C:17]=2[CH:24]=1)=[O:12].[H-].[Na+].[CH3:27]I.